From a dataset of Full USPTO retrosynthesis dataset with 1.9M reactions from patents (1976-2016). Predict the reactants needed to synthesize the given product. (1) Given the product [F:16][C:3]1[CH:4]=[C:5]([S:8]([N:11]2[CH2:15][CH2:14][CH2:13][CH2:12]2)(=[O:10])=[O:9])[CH:6]=[CH:7][C:2]=1[C:22]1[N:23]([CH3:24])[C:19]([C:17]#[N:18])=[CH:20][CH:21]=1, predict the reactants needed to synthesize it. The reactants are: Br[C:2]1[CH:7]=[CH:6][C:5]([S:8]([N:11]2[CH2:15][CH2:14][CH2:13][CH2:12]2)(=[O:10])=[O:9])=[CH:4][C:3]=1[F:16].[C:17]([C:19]1[N:23]([CH3:24])[C:22](B(O)O)=[CH:21][CH:20]=1)#[N:18].[F-].[K+].C(P(C(C)(C)C)C(C)(C)C)(C)(C)C. (2) Given the product [OH:13][C:14]1[CH:21]=[C:20]([CH:19]=[CH:18][C:15]=1[CH:16]([OH:17])[C:2]1[CH:7]=[CH:6][C:5]([S:8][CH3:9])=[CH:4][CH:3]=1)[C:22]([O:24][CH3:25])=[O:23], predict the reactants needed to synthesize it. The reactants are: Br[C:2]1[CH:7]=[CH:6][C:5]([S:8][CH3:9])=[CH:4][CH:3]=1.[Mg].II.[OH:13][C:14]1[CH:21]=[C:20]([C:22]([O:24][CH3:25])=[O:23])[CH:19]=[CH:18][C:15]=1[CH:16]=[O:17].[Cl-].[NH4+]. (3) Given the product [F:28][C:29]1[CH:38]=[CH:37][CH:36]=[C:35]2[C:30]=1[CH2:31][CH2:32][CH:33]([C:39]([OH:41])=[O:40])[NH:34]2, predict the reactants needed to synthesize it. The reactants are: C1(N2CCN(CC3CCC4C(=CC=CC=4)N3)CC2)C2C(=CC=CC=2)C=CN=1.[F:28][C:29]1[CH:38]=[CH:37][CH:36]=[C:35]2[C:30]=1[CH:31]=[CH:32][C:33]([C:39]([OH:41])=[O:40])=[N:34]2.Cl.